The task is: Predict which catalyst facilitates the given reaction.. This data is from Catalyst prediction with 721,799 reactions and 888 catalyst types from USPTO. Reactant: [NH:1]([C:13]([O:15][CH2:16][CH:17]1[C:29]2[C:24](=[CH:25][CH:26]=[CH:27][CH:28]=2)[C:23]2[C:18]1=[CH:19][CH:20]=[CH:21][CH:22]=2)=[O:14])[C@@H:2]([C:10](O)=[O:11])[CH2:3][C:4]1[CH:9]=[CH:8][CH:7]=[CH:6][CH:5]=1.C1C=CC2N(O)N=NC=2C=1.CC(C)N=C=NC(C)C.[NH2:49][C@H:50]([C:55]([OH:57])=[O:56])[CH2:51][CH:52]([CH3:54])[CH3:53].C1C=C2C(C(O)(O)C(=O)C2=CC=1)=O. Product: [NH:1]([C:13]([O:15][CH2:16][CH:17]1[C:29]2[C:24](=[CH:25][CH:26]=[CH:27][CH:28]=2)[C:23]2[C:18]1=[CH:19][CH:20]=[CH:21][CH:22]=2)=[O:14])[C@@H:2]([C:10]([NH:49][C@H:50]([C:55]([OH:57])=[O:56])[CH2:51][CH:52]([CH3:54])[CH3:53])=[O:11])[CH2:3][C:4]1[CH:9]=[CH:8][CH:7]=[CH:6][CH:5]=1. The catalyst class is: 3.